From a dataset of Forward reaction prediction with 1.9M reactions from USPTO patents (1976-2016). Predict the product of the given reaction. (1) Given the reactants [Br:1][C:2]1[CH:7]=[CH:6][CH:5]=[CH:4][C:3]=1[NH:8][C:9](=[O:26])[NH:10][C:11]1[CH:16]=[CH:15][C:14]([CH2:17][C:18]([O:20]C(C)(C)C)=[O:19])=[CH:13][C:12]=1[CH3:25].C(O)(C(F)(F)F)=O, predict the reaction product. The product is: [Br:1][C:2]1[CH:7]=[CH:6][CH:5]=[CH:4][C:3]=1[NH:8][C:9](=[O:26])[NH:10][C:11]1[CH:16]=[CH:15][C:14]([CH2:17][C:18]([OH:20])=[O:19])=[CH:13][C:12]=1[CH3:25]. (2) Given the reactants [N+:1]([C:4]1[CH:5]=[CH:6][C:7]([O:10][C:11]2[CH:19]=[CH:18][CH:17]=[C:16]3[C:12]=2[C:13]([CH:20]=O)=[N:14][NH:15]3)=[N:8][CH:9]=1)([O-:3])=[O:2].[CH3:22][N:23]1[CH2:28][CH2:27][N:26]([C:29]2[CH:30]=[C:31]([NH2:36])[C:32]([NH2:35])=[CH:33][CH:34]=2)[CH2:25][CH2:24]1, predict the reaction product. The product is: [CH3:22][N:23]1[CH2:24][CH2:25][N:26]([C:29]2[CH:34]=[CH:33][C:32]3[N:35]=[C:20]([C:13]4[C:12]5[C:16](=[CH:17][CH:18]=[CH:19][C:11]=5[O:10][C:7]5[CH:6]=[CH:5][C:4]([N+:1]([O-:3])=[O:2])=[CH:9][N:8]=5)[NH:15][N:14]=4)[NH:36][C:31]=3[CH:30]=2)[CH2:27][CH2:28]1.